From a dataset of Catalyst prediction with 721,799 reactions and 888 catalyst types from USPTO. Predict which catalyst facilitates the given reaction. (1) Product: [Cl:1][C:2]1[CH:3]=[CH:4][C:5]([CH2:6][CH:7]2[CH2:11][CH2:10][NH:9][CH2:8]2)=[CH:13][CH:14]=1. Reactant: [Cl:1][C:2]1[CH:14]=[CH:13][C:5]([CH2:6][CH:7]2[CH2:11][CH2:10][NH:9][C:8]2=O)=[CH:4][CH:3]=1. The catalyst class is: 1. (2) Reactant: [N+:1]([C:4]1[CH:5]=[C:6]2[CH2:13]S[CH2:11][CH2:10][C:7]2=[N:8][CH:9]=1)([O-:3])=[O:2].ClC1C=CC=C(C(OO)=O)C=1.C(Cl)Cl.[O-:28][S:29]([O-:31])=O.[Na+].[Na+]. Product: [N+:1]([C:4]1[CH:5]=[C:6]2[CH2:13][S:29](=[O:31])(=[O:28])[CH2:11][CH2:10][C:7]2=[N:8][CH:9]=1)([O-:3])=[O:2]. The catalyst class is: 6.